From a dataset of Forward reaction prediction with 1.9M reactions from USPTO patents (1976-2016). Predict the product of the given reaction. (1) Given the reactants Cl.[CH3:2][O:3][C:4](=[O:9])[C@H:5]([CH2:7][OH:8])[NH2:6].[CH3:10][O:11][C:12]1[CH:13]=[C:14]([CH:18]=[CH:19][C:20]=1[N+:21]([O-:23])=[O:22])[C:15](O)=[O:16].CCN=C=NCCCN(C)C.Cl.C(N(CC)C(C)C)(C)C, predict the reaction product. The product is: [CH3:2][O:3][C:4](=[O:9])[C@H:5]([CH2:7][OH:8])[NH:6][C:15](=[O:16])[C:14]1[CH:18]=[CH:19][C:20]([N+:21]([O-:23])=[O:22])=[C:12]([O:11][CH3:10])[CH:13]=1. (2) Given the reactants [NH2:1][C:2]1[CH:7]=[CH:6][C:5]([CH:8]([OH:32])[CH:9]2[CH2:14][CH2:13][N:12]([CH2:15][C:16]3[CH:21]=[CH:20][C:19]([C:22]([OH:31])([C:27]([F:30])([F:29])[F:28])[C:23]([F:26])([F:25])[F:24])=[CH:18][CH:17]=3)[CH2:11][CH2:10]2)=[CH:4][C:3]=1[F:33].Cl[C:35](OC1C=CC([N+]([O-])=O)=CC=1)=[O:36].Cl.[O:48]1[CH2:52][CH2:51][C@H:50]([NH2:53])[CH2:49]1.C(N(CC)CC)C, predict the reaction product. The product is: [F:33][C:3]1[CH:4]=[C:5]([CH:8]([CH:9]2[CH2:10][CH2:11][N:12]([CH2:15][C:16]3[CH:17]=[CH:18][C:19]([C:22]([OH:31])([C:27]([F:30])([F:28])[F:29])[C:23]([F:24])([F:25])[F:26])=[CH:20][CH:21]=3)[CH2:13][CH2:14]2)[OH:32])[CH:6]=[CH:7][C:2]=1[NH:1][C:35]([NH:53][C@H:50]1[CH2:51][CH2:52][O:48][CH2:49]1)=[O:36].